This data is from Forward reaction prediction with 1.9M reactions from USPTO patents (1976-2016). The task is: Predict the product of the given reaction. (1) Given the reactants [F:1][C:2]([F:21])([F:20])[C:3]([F:19])([C:8]1[CH:14]=[CH:13][C:11]([NH2:12])=[C:10]([C:15]([F:18])([F:17])[F:16])[CH:9]=1)[C:4]([F:7])([F:6])[F:5].CN(C=O)C.[Br:27]N1C(=O)CCC1=O, predict the reaction product. The product is: [Br:27][C:13]1[CH:14]=[C:8]([C:3]([F:19])([C:4]([F:7])([F:6])[F:5])[C:2]([F:20])([F:21])[F:1])[CH:9]=[C:10]([C:15]([F:16])([F:17])[F:18])[C:11]=1[NH2:12]. (2) Given the reactants [F:1][C:2]1[CH:9]=[CH:8][C:7]([O:10][CH3:11])=[CH:6][C:3]=1[CH:4]=O.[N+:12]([CH3:15])([O-:14])=[O:13].[OH-].[Na+], predict the reaction product. The product is: [F:1][C:2]1[CH:9]=[CH:8][C:7]([O:10][CH3:11])=[CH:6][C:3]=1[CH:4]=[CH:15][N+:12]([O-:14])=[O:13].